From a dataset of Full USPTO retrosynthesis dataset with 1.9M reactions from patents (1976-2016). Predict the reactants needed to synthesize the given product. (1) Given the product [Br:24][C:15]1[CH:16]=[C:17]([CH2:20][C:21]([O:23][CH2:25][CH3:26])=[O:22])[CH:18]=[CH:19][C:14]=1[NH:13][C:10]([C:3]1[C:4]2[C:9](=[CH:8][CH:7]=[CH:6][CH:5]=2)[NH:1][CH:2]=1)=[O:12], predict the reactants needed to synthesize it. The reactants are: [NH:1]1[C:9]2[C:4](=[CH:5][CH:6]=[CH:7][CH:8]=2)[C:3]([C:10]([OH:12])=O)=[CH:2]1.[NH2:13][C:14]1[CH:19]=[CH:18][C:17]([CH2:20][C:21]([OH:23])=[O:22])=[CH:16][C:15]=1[Br:24].[CH3:25][CH2:26]N=C=NCCCN(C)C.Cl.O. (2) Given the product [CH3:31][O:32][C:33]1[CH:38]=[CH:37][C:36]([NH:39][C:40](=[O:63])[NH:41][C:42]2[CH:43]=[CH:44][C:45]([C:48]3[S:52][C:51]([CH:53]4[CH2:54][CH2:55][CH:56]([C:59]([OH:61])=[O:60])[CH2:57][CH2:58]4)=[N:50][CH:49]=3)=[CH:46][CH:47]=2)=[C:35]([CH3:64])[CH:34]=1, predict the reactants needed to synthesize it. The reactants are: FC(F)(F)C1C=C(NC(=O)NC2C=CC(C3SC(CCC(O)=O)=NC=3)=CC=2)C=CC=1.[CH3:31][O:32][C:33]1[CH:38]=[CH:37][C:36]([NH:39][C:40](=[O:63])[NH:41][C:42]2[CH:47]=[CH:46][C:45]([C:48]3[S:52][C:51]([CH:53]4[CH2:58][CH2:57][CH:56]([C:59]([O:61]C)=[O:60])[CH2:55][CH2:54]4)=[N:50][CH:49]=3)=[CH:44][CH:43]=2)=[C:35]([CH3:64])[CH:34]=1. (3) Given the product [F:29][C:19]1[CH:18]=[CH:17][C:16]([C:9]2[N:10]=[C:11]([CH:13]([CH3:15])[CH3:14])[S:12][C:8]=2[C:6]2[CH:5]=[CH:4][N:3]=[C:2]([NH:30][CH2:31][CH2:32][S:33]([CH3:36])(=[O:35])=[O:34])[N:7]=2)=[CH:21][C:20]=1[NH:22][S:23]([CH:26]1[CH2:28][CH2:27]1)(=[O:25])=[O:24], predict the reactants needed to synthesize it. The reactants are: Cl[C:2]1[N:7]=[C:6]([C:8]2[S:12][C:11]([CH:13]([CH3:15])[CH3:14])=[N:10][C:9]=2[C:16]2[CH:17]=[CH:18][C:19]([F:29])=[C:20]([NH:22][S:23]([CH:26]3[CH2:28][CH2:27]3)(=[O:25])=[O:24])[CH:21]=2)[CH:5]=[CH:4][N:3]=1.[NH2:30][CH2:31][CH2:32][S:33]([CH3:36])(=[O:35])=[O:34]. (4) The reactants are: Cl.[NH2:2][C:3]([NH2:5])=[NH:4].CC([O-])(C)C.[K+].[N+:12]([C:15]1[CH:20]=[CH:19][CH:18]=[CH:17][CH:16]=1)([O-])=O. Given the product [NH2:4][C:3]1[N:5]=[N:12][C:15]2[CH:20]=[CH:19][CH:18]=[CH:17][C:16]=2[N:2]=1, predict the reactants needed to synthesize it.